This data is from Forward reaction prediction with 1.9M reactions from USPTO patents (1976-2016). The task is: Predict the product of the given reaction. Given the reactants [CH3:1][C:2]1[NH:3][C:4]2[C:9]([C:10](=O)[C:11]=1[C:12]([O:14][CH3:15])=[O:13])=[CH:8][C:7]([C:17]([F:20])([F:19])[F:18])=[CH:6][CH:5]=2.N.O=P(Cl)(Cl)[Cl:24], predict the reaction product. The product is: [Cl:24][C:10]1[C:9]2[C:4](=[CH:5][CH:6]=[C:7]([C:17]([F:20])([F:19])[F:18])[CH:8]=2)[N:3]=[C:2]([CH3:1])[C:11]=1[C:12]([O:14][CH3:15])=[O:13].